From a dataset of Peptide-MHC class I binding affinity with 185,985 pairs from IEDB/IMGT. Regression. Given a peptide amino acid sequence and an MHC pseudo amino acid sequence, predict their binding affinity value. This is MHC class I binding data. (1) The peptide sequence is IVFKTIAV. The MHC is H-2-Db with pseudo-sequence H-2-Db. The binding affinity (normalized) is 0. (2) The MHC is Mamu-B8301 with pseudo-sequence Mamu-B8301. The peptide sequence is WTCSRVIFPL. The binding affinity (normalized) is 0.635. (3) The peptide sequence is ALVEICTEM. The MHC is HLA-B44:03 with pseudo-sequence HLA-B44:03. The binding affinity (normalized) is 0.0365. (4) The peptide sequence is TSNPKTPKY. The MHC is HLA-A02:01 with pseudo-sequence HLA-A02:01. The binding affinity (normalized) is 0.0847. (5) The peptide sequence is DVHPGEPVV. The MHC is HLA-A68:02 with pseudo-sequence HLA-A68:02. The binding affinity (normalized) is 0.120. (6) The peptide sequence is SEGVPDLLV. The MHC is HLA-B45:01 with pseudo-sequence HLA-B45:01. The binding affinity (normalized) is 0.119. (7) The peptide sequence is RLASSLYVY. The MHC is HLA-B53:01 with pseudo-sequence HLA-B53:01. The binding affinity (normalized) is 0.213. (8) The peptide sequence is WMILRAISF. The MHC is HLA-B35:01 with pseudo-sequence HLA-B35:01. The binding affinity (normalized) is 0.339.